From a dataset of Reaction yield outcomes from USPTO patents with 853,638 reactions. Predict the reaction yield, written as a fraction of the theoretical maximum amount of product (1.0 means a 100% yield; for example, 0.34 means a 34% yield). (1) The reactants are [CH3:1][C:2]1[O:6][N:5]=[C:4]([C:7]2[CH:12]=[CH:11][N:10]=[CH:9][N:8]=2)[C:3]=1[CH2:13][O:14][C:15]1[CH:23]=[CH:22][C:18]([C:19]([OH:21])=O)=[CH:17][N:16]=1.[CH:24]1([NH2:27])[CH2:26][CH2:25]1. No catalyst specified. The product is [CH:24]1([NH:27][C:19](=[O:21])[C:18]2[CH:22]=[CH:23][C:15]([O:14][CH2:13][C:3]3[C:4]([C:7]4[CH:12]=[CH:11][N:10]=[CH:9][N:8]=4)=[N:5][O:6][C:2]=3[CH3:1])=[N:16][CH:17]=2)[CH2:26][CH2:25]1. The yield is 0.810. (2) The reactants are C(N=C=NC(C)C)(C)C.[CH3:10][C:11]1[CH:33]=[CH:32][CH:31]=[C:30]([CH3:34])[C:12]=1[O:13][C:14]1[CH:19]=[CH:18][C:17]([NH:20][C:21]([NH:23][C:24](OCC)=[O:25])=S)=[CH:16][C:15]=1[F:29].[NH:35]1[CH:39]=[C:38]([C:40]([O:42][CH2:43][CH3:44])=[O:41])[CH:37]=[N:36]1.C(Cl)Cl. The catalyst is ClCCCl.Cl[Ti](Cl)(Cl)Cl.CCO. The product is [CH3:10][C:11]1[CH:33]=[CH:32][CH:31]=[C:30]([CH3:34])[C:12]=1[O:13][C:14]1[CH:19]=[C:18]2[C:17](=[CH:16][C:15]=1[F:29])[N:20]=[C:21]([N:35]1[CH:39]=[C:38]([C:40]([O:42][CH2:43][CH3:44])=[O:41])[CH:37]=[N:36]1)[NH:23][C:24]2=[O:25]. The yield is 0.310. (3) The reactants are S(=O)(=O)(O)O.[Cl:6][C:7]1[CH:15]=[C:11]([C:12]([OH:14])=[O:13])[C:10]([OH:16])=[CH:9][CH:8]=1.[C:17](OC(=O)C)(=[O:19])[CH3:18]. No catalyst specified. The product is [C:17]([O:16][C:10]1[CH:9]=[CH:8][C:7]([Cl:6])=[CH:15][C:11]=1[C:12]([OH:14])=[O:13])(=[O:19])[CH3:18]. The yield is 0.930.